Dataset: Reaction yield outcomes from USPTO patents with 853,638 reactions. Task: Predict the reaction yield, written as a fraction of the theoretical maximum amount of product (1.0 means a 100% yield; for example, 0.34 means a 34% yield). (1) The reactants are CC(C)([O-])C.[Na+].C(P(C(C)(C)C)C1C=CC=CC=1C1C=CC=CC=1)(C)(C)C.[C:28]([O:32][C:33]([N:35]1[CH2:40][CH2:39][NH:38][CH2:37][CH2:36]1)=[O:34])([CH3:31])([CH3:30])[CH3:29].Cl[C:42]1[CH:47]=[CH:46][C:45]([C:48]([F:51])([F:50])[F:49])=[C:44]([F:52])[CH:43]=1. The catalyst is CCOCC.C([O-])(=O)C.[Pd+2].C([O-])(=O)C.C1(C)C=CC=CC=1. The product is [C:28]([O:32][C:33]([N:35]1[CH2:40][CH2:39][N:38]([C:42]2[CH:47]=[CH:46][C:45]([C:48]([F:50])([F:51])[F:49])=[C:44]([F:52])[CH:43]=2)[CH2:37][CH2:36]1)=[O:34])([CH3:31])([CH3:29])[CH3:30]. The yield is 0.610. (2) The reactants are [CH3:1][O:2][C:3]1[CH:4]=[C:5]2[C:10](=[CH:11][C:12]=1[O:13][CH3:14])[N:9]=[CH:8][N:7]=[C:6]2[S:15][C:16]1[CH:17]=[C:18]([CH:20]=[CH:21][CH:22]=1)[NH2:19].[C:23]([C:27]1[CH:32]=[CH:31][C:30]([N:33]=[C:34]=[O:35])=[CH:29][CH:28]=1)([CH3:26])([CH3:25])[CH3:24]. No catalyst specified. The product is [C:23]([C:27]1[CH:32]=[CH:31][C:30]([NH:33][C:34]([NH:19][C:18]2[CH:20]=[CH:21][CH:22]=[C:16]([S:15][C:6]3[C:5]4[C:10](=[CH:11][C:12]([O:13][CH3:14])=[C:3]([O:2][CH3:1])[CH:4]=4)[N:9]=[CH:8][N:7]=3)[CH:17]=2)=[O:35])=[CH:29][CH:28]=1)([CH3:26])([CH3:24])[CH3:25]. The yield is 0.270. (3) The reactants are [CH2:1]([OH:4])[CH2:2][OH:3].[H-].[Na+].[Br:7][C:8]1[CH:13]=[CH:12][C:11]([CH2:14]Br)=[CH:10][CH:9]=1.O. The catalyst is C1COCC1.[N+](CCCC)(CCCC)(CCCC)CCCC.[I-].CCOC(C)=O. The product is [Br:7][C:8]1[CH:13]=[CH:12][C:11]([CH2:14][O:3][CH2:2][CH2:1][OH:4])=[CH:10][CH:9]=1. The yield is 0.400. (4) The reactants are [Cl:1][C:2]1[N:7]=[C:6](Cl)[C:5]([NH:9][CH2:10][C:11]([CH3:20])([O:13][CH:14]2[CH2:19][CH2:18][CH2:17][CH2:16][O:15]2)[CH3:12])=[CH:4][N:3]=1.Cl.[NH:22]1[CH2:27][CH2:26][O:25][CH2:24][CH:23]1[C:28](O)=[O:29].C(N(C(C)C)CC)(C)C.O. The catalyst is CS(C)=O. The product is [Cl:1][C:2]1[N:3]=[CH:4][C:5]2[N:9]([CH2:10][C:11]([CH3:20])([O:13][CH:14]3[CH2:19][CH2:18][CH2:17][CH2:16][O:15]3)[CH3:12])[C:28](=[O:29])[CH:23]3[CH2:24][O:25][CH2:26][CH2:27][N:22]3[C:6]=2[N:7]=1. The yield is 0.250. (5) The reactants are [CH:1](O)([C:8]1[CH:13]=[CH:12][CH:11]=[CH:10][CH:9]=1)[C:2]1[CH:7]=[CH:6][CH:5]=[CH:4][CH:3]=1.[C:15](O)(=O)[CH2:16][SH:17].[OH2:20]. The catalyst is FC(F)(F)C(O)=O. The product is [CH:1]([CH2:15][C:16]([OH:20])=[S:17])([C:8]1[CH:13]=[CH:12][CH:11]=[CH:10][CH:9]=1)[C:2]1[CH:7]=[CH:6][CH:5]=[CH:4][CH:3]=1. The yield is 0.993. (6) The reactants are [Br:1][C:2]1[CH:3]=[C:4]2[C:9](=[CH:10][CH:11]=1)[C:8](=[O:12])[NH:7][C:6](=[O:13])[C:5]2=[CH:14]OC.CN(C)C=O.[N:22]1([CH2:27][CH2:28][CH2:29][NH2:30])[CH2:26][CH2:25][CH2:24][CH2:23]1. The catalyst is CCOCC. The product is [Br:1][C:2]1[CH:3]=[C:4]2[C:9](=[CH:10][CH:11]=1)[C:8](=[O:12])[NH:7][C:6](=[O:13])/[C:5]/2=[CH:14]\[NH:30][CH2:29][CH2:28][CH2:27][N:22]1[CH2:26][CH2:25][CH2:24][CH2:23]1. The yield is 0.770. (7) The reactants are [NH2:1][C:2]1[CH:9]=[CH:8][CH:7]=[C:6]([O:10][CH2:11][CH2:12][CH2:13][CH2:14][CH2:15][CH2:16][OH:17])[C:3]=1[C:4]#[N:5].[S:18](Cl)(=[O:21])(=[O:20])[NH2:19]. No catalyst specified. The product is [S:18](=[O:21])(=[O:20])([O:17][CH2:16][CH2:15][CH2:14][CH2:13][CH2:12][CH2:11][O:10][C:6]1[CH:7]=[CH:8][CH:9]=[C:2]([NH:1][S:18](=[O:21])(=[O:20])[NH2:19])[C:3]=1[C:4]#[N:5])[NH2:19]. The yield is 0.200.